This data is from Catalyst prediction with 721,799 reactions and 888 catalyst types from USPTO. The task is: Predict which catalyst facilitates the given reaction. (1) Reactant: [I-].[CH3:2][C:3]1[CH:4]=[C:5]([C:12]2[CH:13]=[N+:14]([CH2:18][CH2:19][CH3:20])[CH:15]=[CH:16][CH:17]=2)[CH:6]=[CH:7][C:8]=1[N+:9]([O-:11])=[O:10].[BH4-].[Na+]. Product: [CH3:2][C:3]1[CH:4]=[C:5]([C:12]2[CH2:13][N:14]([CH2:18][CH2:19][CH3:20])[CH2:15][CH2:16][CH:17]=2)[CH:6]=[CH:7][C:8]=1[N+:9]([O-:11])=[O:10]. The catalyst class is: 5. (2) Reactant: Cl.[Cl:2][C:3]1[CH:4]=[C:5]2[C:10](=[CH:11][CH:12]=1)[CH:9]=[C:8]([S:13]([N:16]1[CH2:21][CH2:20][N:19]([C:22]([C:24]3[S:32][C:31]4[CH2:30][CH2:29][NH:28][CH2:27][C:26]=4[CH:25]=3)=[O:23])[CH2:18][CH2:17]1)(=[O:15])=[O:14])[CH:7]=[CH:6]2.[CH2:33]([N:35](CC)CC)C.C([O-])(=O)C.[Na+].[Br-]. Product: [Cl:2][C:3]1[CH:4]=[C:5]2[C:10](=[CH:11][CH:12]=1)[CH:9]=[C:8]([S:13]([N:16]1[CH2:17][CH2:18][N:19]([C:22]([C:24]3[S:32][C:31]4[CH2:30][CH2:29][N:28]([C:33]#[N:35])[CH2:27][C:26]=4[CH:25]=3)=[O:23])[CH2:20][CH2:21]1)(=[O:15])=[O:14])[CH:7]=[CH:6]2. The catalyst class is: 8. (3) Reactant: [O:1]=[C:2]1[CH2:7][CH2:6][N:5]([C:8]([O:10][C:11]([CH3:14])([CH3:13])[CH3:12])=[O:9])[CH2:4][CH2:3]1.C(N(CC)CC)C.Cl[Si:23]([CH3:26])([CH3:25])[CH3:24].C(=O)(O)[O-].[Na+]. Product: [CH3:24][Si:23]([CH3:26])([CH3:25])[O:1][C:2]1[CH2:7][CH2:6][N:5]([C:8]([O:10][C:11]([CH3:14])([CH3:13])[CH3:12])=[O:9])[CH2:4][CH:3]=1. The catalyst class is: 3. (4) Reactant: [Br:1][C:2]1[CH:7]=[CH:6][C:5]([CH2:8][C@H:9]([NH:17]C(=O)OC(C)(C)C)[C:10]([NH:12][S:13]([CH3:16])(=[O:15])=[O:14])=[O:11])=[CH:4][CH:3]=1.[ClH:25]. Product: [ClH:25].[NH2:17][C@@H:9]([CH2:8][C:5]1[CH:4]=[CH:3][C:2]([Br:1])=[CH:7][CH:6]=1)[C:10]([NH:12][S:13]([CH3:16])(=[O:14])=[O:15])=[O:11]. The catalyst class is: 135. (5) Reactant: [C:1]([N:5]1[C:9](=[O:10])[CH2:8][C:7](=[O:11])[N:6]1[CH2:12][C:13]1[CH:18]=[CH:17][C:16]([F:19])=[CH:15][CH:14]=1)([CH3:4])([CH3:3])[CH3:2].[H-].[Na+].Cl[C:23]1[C:27]2[CH:28]=[CH:29][CH:30]=[CH:31][C:26]=2[S:25](=[O:33])(=[O:32])[N:24]=1. Product: [C:1]([N:5]1[C:9]([OH:10])=[C:8]([C:23]2[C:27]3[CH:28]=[CH:29][CH:30]=[CH:31][C:26]=3[S:25](=[O:32])(=[O:33])[N:24]=2)[C:7](=[O:11])[N:6]1[CH2:12][C:13]1[CH:14]=[CH:15][C:16]([F:19])=[CH:17][CH:18]=1)([CH3:4])([CH3:2])[CH3:3]. The catalyst class is: 1.